This data is from Reaction yield outcomes from USPTO patents with 853,638 reactions. The task is: Predict the reaction yield, written as a fraction of the theoretical maximum amount of product (1.0 means a 100% yield; for example, 0.34 means a 34% yield). The reactants are [F:1][C:2]1[CH:7]=[CH:6][C:5]([N:8]2[C:16]3[C:11](=[CH:12][C:13]([CH:17]([C:23]4[CH:28]=[CH:27][CH:26]=[CH:25][CH:24]=4)[C:18]([CH3:22])([CH3:21])[CH:19]=[O:20])=[CH:14][CH:15]=3)[CH:10]=[N:9]2)=[CH:4][CH:3]=1.[CH3:29][Mg]Br. The catalyst is C1COCC1. The product is [F:1][C:2]1[CH:3]=[CH:4][C:5]([N:8]2[C:16]3[C:11](=[CH:12][C:13]([CH:17]([C:23]4[CH:24]=[CH:25][CH:26]=[CH:27][CH:28]=4)[C:18]([CH3:22])([CH3:21])[CH:19]([OH:20])[CH3:29])=[CH:14][CH:15]=3)[CH:10]=[N:9]2)=[CH:6][CH:7]=1. The yield is 0.920.